Dataset: Peptide-MHC class I binding affinity with 185,985 pairs from IEDB/IMGT. Task: Regression. Given a peptide amino acid sequence and an MHC pseudo amino acid sequence, predict their binding affinity value. This is MHC class I binding data. (1) The peptide sequence is NRRFVNVVP. The MHC is HLA-A02:01 with pseudo-sequence HLA-A02:01. The binding affinity (normalized) is 0.0847. (2) The peptide sequence is HFAIGLALYY. The MHC is HLA-A23:01 with pseudo-sequence HLA-A23:01. The binding affinity (normalized) is 0.